From a dataset of NCI-60 drug combinations with 297,098 pairs across 59 cell lines. Regression. Given two drug SMILES strings and cell line genomic features, predict the synergy score measuring deviation from expected non-interaction effect. (1) Drug 1: CC12CCC3C(C1CCC2=O)CC(=C)C4=CC(=O)C=CC34C. Drug 2: CC1=C(C(=O)C2=C(C1=O)N3CC4C(C3(C2COC(=O)N)OC)N4)N. Cell line: UO-31. Synergy scores: CSS=45.3, Synergy_ZIP=1.78, Synergy_Bliss=4.19, Synergy_Loewe=0.512, Synergy_HSA=5.21. (2) Drug 1: C1CCN(CC1)CCOC2=CC=C(C=C2)C(=O)C3=C(SC4=C3C=CC(=C4)O)C5=CC=C(C=C5)O. Drug 2: CC1=C(C(CCC1)(C)C)C=CC(=CC=CC(=CC(=O)O)C)C. Cell line: EKVX. Synergy scores: CSS=-0.291, Synergy_ZIP=0.328, Synergy_Bliss=-2.19, Synergy_Loewe=-2.06, Synergy_HSA=-3.38. (3) Drug 1: CC=C1C(=O)NC(C(=O)OC2CC(=O)NC(C(=O)NC(CSSCCC=C2)C(=O)N1)C(C)C)C(C)C. Drug 2: CC1CCC2CC(C(=CC=CC=CC(CC(C(=O)C(C(C(=CC(C(=O)CC(OC(=O)C3CCCCN3C(=O)C(=O)C1(O2)O)C(C)CC4CCC(C(C4)OC)OCCO)C)C)O)OC)C)C)C)OC. Cell line: HL-60(TB). Synergy scores: CSS=55.2, Synergy_ZIP=1.72, Synergy_Bliss=3.03, Synergy_Loewe=-45.2, Synergy_HSA=-0.963. (4) Drug 1: CC(C1=C(C=CC(=C1Cl)F)Cl)OC2=C(N=CC(=C2)C3=CN(N=C3)C4CCNCC4)N. Drug 2: CN(CC1=CN=C2C(=N1)C(=NC(=N2)N)N)C3=CC=C(C=C3)C(=O)NC(CCC(=O)O)C(=O)O. Cell line: MALME-3M. Synergy scores: CSS=7.54, Synergy_ZIP=-0.980, Synergy_Bliss=3.53, Synergy_Loewe=0.989, Synergy_HSA=1.68. (5) Drug 1: CCC(=C(C1=CC=CC=C1)C2=CC=C(C=C2)OCCN(C)C)C3=CC=CC=C3.C(C(=O)O)C(CC(=O)O)(C(=O)O)O. Drug 2: CC1=C(C(=O)C2=C(C1=O)N3CC4C(C3(C2COC(=O)N)OC)N4)N. Cell line: EKVX. Synergy scores: CSS=11.3, Synergy_ZIP=-1.79, Synergy_Bliss=3.28, Synergy_Loewe=-3.34, Synergy_HSA=1.63. (6) Drug 1: CCC1=C2CN3C(=CC4=C(C3=O)COC(=O)C4(CC)O)C2=NC5=C1C=C(C=C5)O. Drug 2: COCCOC1=C(C=C2C(=C1)C(=NC=N2)NC3=CC=CC(=C3)C#C)OCCOC.Cl. Cell line: MDA-MB-231. Synergy scores: CSS=19.1, Synergy_ZIP=-5.39, Synergy_Bliss=-2.00, Synergy_Loewe=-38.0, Synergy_HSA=0.228.